From a dataset of Catalyst prediction with 721,799 reactions and 888 catalyst types from USPTO. Predict which catalyst facilitates the given reaction. (1) The catalyst class is: 40. Reactant: [CH3:1][O:2][C:3]1[C:4]([N+:21]([O-])=O)=[CH:5][C:6]([C:17]([F:20])([F:19])[F:18])=[C:7]([C:9]([N:11]2[CH2:16][CH2:15][O:14][CH2:13][CH2:12]2)=[O:10])[CH:8]=1.O.O.Cl[Sn]Cl.[OH-].[Na+].C(Cl)Cl. Product: [NH2:21][C:4]1[C:3]([O:2][CH3:1])=[CH:8][C:7]([C:9]([N:11]2[CH2:12][CH2:13][O:14][CH2:15][CH2:16]2)=[O:10])=[C:6]([C:17]([F:20])([F:19])[F:18])[CH:5]=1. (2) Reactant: [CH3:1][C:2]1[O:6][N:5]=[C:4]([C:7]2[CH:12]=[CH:11][CH:10]=[CH:9][CH:8]=2)[C:3]=1[CH2:13][O:14][C:15]1[N:20]=[N:19][C:18]([C:21]([OH:23])=O)=[CH:17][CH:16]=1.[NH2:24][N:25]1[CH2:30][CH2:29][O:28][CH2:27][CH2:26]1.F[B-](F)(F)F.N1(OC(N(C)C)=[N+](C)C)C2C=CC=CC=2N=N1.C(N(CC)C(C)C)(C)C. Product: [N:25]1([NH:24][C:21]([C:18]2[N:19]=[N:20][C:15]([O:14][CH2:13][C:3]3[C:4]([C:7]4[CH:8]=[CH:9][CH:10]=[CH:11][CH:12]=4)=[N:5][O:6][C:2]=3[CH3:1])=[CH:16][CH:17]=2)=[O:23])[CH2:30][CH2:29][O:28][CH2:27][CH2:26]1. The catalyst class is: 3.